From a dataset of Peptide-MHC class II binding affinity with 134,281 pairs from IEDB. Regression. Given a peptide amino acid sequence and an MHC pseudo amino acid sequence, predict their binding affinity value. This is MHC class II binding data. The peptide sequence is VKEIPPRLLYAKSSP. The MHC is DRB3_0101 with pseudo-sequence DRB3_0101. The binding affinity (normalized) is 0.0525.